This data is from Volume of distribution at steady state (VDss) regression data from Lombardo et al.. The task is: Regression/Classification. Given a drug SMILES string, predict its absorption, distribution, metabolism, or excretion properties. Task type varies by dataset: regression for continuous measurements (e.g., permeability, clearance, half-life) or binary classification for categorical outcomes (e.g., BBB penetration, CYP inhibition). For this dataset (vdss_lombardo), we predict log10(VDss) (log10 of volume of distribution in L/kg). (1) The compound is CCOc1ccc(NC(C)=O)cc1. The log10(VDss) is 0.150. (2) The molecule is CCC(CC)COC(C(=O)OCC[NH+](C)C)(c1ccccc1)c1ccccc1. The log10(VDss) is 0.850. (3) The log10(VDss) is -0.720. The compound is O=C([O-])C(Cl)Cl. (4) The molecule is CCOC(=O)Nc1ccc(NCc2ccc(F)cc2)[nH+]c1N. The log10(VDss) is 0.0400. (5) The molecule is C[NH+]1C2CCC1CC(OC(=O)C(CO)c1ccccc1)C2. The log10(VDss) is 0.520. (6) The compound is NC(=[NH2+])N1CCCC(CNC(=O)CC(NS(=O)(=O)c2ccc3ccccc3c2)C(=O)N(CC(=O)[O-])C2CC2)C1. The log10(VDss) is -0.440. (7) The molecule is CCCCc1oc2ccccc2c1C(=O)c1cc(I)c(OCC[NH+](CC)CC)c(I)c1. The log10(VDss) is 1.78.